Dataset: NCI-60 drug combinations with 297,098 pairs across 59 cell lines. Task: Regression. Given two drug SMILES strings and cell line genomic features, predict the synergy score measuring deviation from expected non-interaction effect. (1) Drug 1: CN1C(=O)N2C=NC(=C2N=N1)C(=O)N. Drug 2: CS(=O)(=O)CCNCC1=CC=C(O1)C2=CC3=C(C=C2)N=CN=C3NC4=CC(=C(C=C4)OCC5=CC(=CC=C5)F)Cl. Cell line: SF-539. Synergy scores: CSS=5.53, Synergy_ZIP=2.18, Synergy_Bliss=-8.99, Synergy_Loewe=-4.67, Synergy_HSA=-7.77. (2) Drug 1: C1CCN(CC1)CCOC2=CC=C(C=C2)C(=O)C3=C(SC4=C3C=CC(=C4)O)C5=CC=C(C=C5)O. Drug 2: COCCOC1=C(C=C2C(=C1)C(=NC=N2)NC3=CC=CC(=C3)C#C)OCCOC.Cl. Cell line: SK-MEL-5. Synergy scores: CSS=-4.82, Synergy_ZIP=4.53, Synergy_Bliss=5.62, Synergy_Loewe=-3.01, Synergy_HSA=-1.49. (3) Drug 1: CCCCC(=O)OCC(=O)C1(CC(C2=C(C1)C(=C3C(=C2O)C(=O)C4=C(C3=O)C=CC=C4OC)O)OC5CC(C(C(O5)C)O)NC(=O)C(F)(F)F)O. Drug 2: CC1=C2C(C(=O)C3(C(CC4C(C3C(C(C2(C)C)(CC1OC(=O)C(C(C5=CC=CC=C5)NC(=O)OC(C)(C)C)O)O)OC(=O)C6=CC=CC=C6)(CO4)OC(=O)C)O)C)O. Cell line: U251. Synergy scores: CSS=29.4, Synergy_ZIP=17.1, Synergy_Bliss=14.4, Synergy_Loewe=8.96, Synergy_HSA=10.7. (4) Drug 1: C1CC(CNC1)C2=CC=C(C=C2)N3C=C4C=CC=C(C4=N3)C(=O)N. Drug 2: CNC(=O)C1=NC=CC(=C1)OC2=CC=C(C=C2)NC(=O)NC3=CC(=C(C=C3)Cl)C(F)(F)F. Cell line: SW-620. Synergy scores: CSS=73.4, Synergy_ZIP=3.59, Synergy_Bliss=3.10, Synergy_Loewe=-1.38, Synergy_HSA=7.10. (5) Drug 1: CC1=C(C(CCC1)(C)C)C=CC(=CC=CC(=CC(=O)O)C)C. Drug 2: CCC1=C2CN3C(=CC4=C(C3=O)COC(=O)C4(CC)O)C2=NC5=C1C=C(C=C5)O. Cell line: SNB-19. Synergy scores: CSS=30.2, Synergy_ZIP=6.65, Synergy_Bliss=4.49, Synergy_Loewe=-45.5, Synergy_HSA=-9.79. (6) Drug 1: CC1=C(C(CCC1)(C)C)C=CC(=CC=CC(=CC(=O)O)C)C. Drug 2: C(CN)CNCCSP(=O)(O)O. Cell line: NCIH23. Synergy scores: CSS=2.54, Synergy_ZIP=-1.87, Synergy_Bliss=-0.0497, Synergy_Loewe=-8.54, Synergy_HSA=-2.87.